This data is from Reaction yield outcomes from USPTO patents with 853,638 reactions. The task is: Predict the reaction yield, written as a fraction of the theoretical maximum amount of product (1.0 means a 100% yield; for example, 0.34 means a 34% yield). The reactants are [N+:1]([C:4]1[CH:9]=[CH:8][C:7]([OH:10])=[CH:6][CH:5]=1)([O-:3])=[O:2].Br[CH2:12][C:13]([O:15][C:16]([CH3:19])([CH3:18])[CH3:17])=[O:14]. No catalyst specified. The product is [C:16]([O:15][C:13](=[O:14])[CH2:12][O:10][C:7]1[CH:8]=[CH:9][C:4]([N+:1]([O-:3])=[O:2])=[CH:5][CH:6]=1)([CH3:19])([CH3:18])[CH3:17]. The yield is 0.990.